Dataset: Full USPTO retrosynthesis dataset with 1.9M reactions from patents (1976-2016). Task: Predict the reactants needed to synthesize the given product. (1) The reactants are: Br[CH2:2][C:3]([C:5]1[CH:10]=[CH:9][C:8]([S:11]([CH3:14])(=[O:13])=[O:12])=[C:7]([F:15])[CH:6]=1)=O.[Br:16][C:17]1[CH:22]=[CH:21][C:20]([CH2:23][C:24]([OH:26])=[O:25])=[CH:19][CH:18]=1. Given the product [Br:16][C:17]1[CH:18]=[CH:19][C:20]([C:23]2[C:24](=[O:26])[O:25][CH2:2][C:3]=2[C:5]2[CH:10]=[CH:9][C:8]([S:11]([CH3:14])(=[O:13])=[O:12])=[C:7]([F:15])[CH:6]=2)=[CH:21][CH:22]=1, predict the reactants needed to synthesize it. (2) The reactants are: OC1C=C(OC)C=CC=1[C:10]1[CH:15]=[C:14]([OH:16])[CH:13]=[CH:12][C:11]=1[C:17]([C:19]1[CH:24]=[CH:23][C:22](O)=[CH:21][C:20]=1C1C=CC(OC)=CC=1O)=O.[Cl:35][C:36]1[CH:41]=[CH:40][C:39]([CH2:42][C:43]([OH:45])=[O:44])=[CH:38][CH:37]=1.[C:46]([O-:49])([O-])=O.[K+].[K+].C(N1C=CN=C1)(N1C=CN=C1)=O. Given the product [Cl:35][C:36]1[CH:37]=[CH:38][C:39]([C:42]2[C:43](=[O:45])[O:44][C:24]3[C:19]([C:17]=2[C:11]2[CH:12]=[CH:13][C:14]([OH:16])=[CH:15][CH:10]=2)=[CH:20][CH:21]=[C:22]([O:49][CH3:46])[CH:23]=3)=[CH:40][CH:41]=1, predict the reactants needed to synthesize it. (3) Given the product [Cl:23][C:19]1[C:18]([F:24])=[C:17]([CH:22]=[CH:21][CH:20]=1)[CH2:16][NH:15][C:14]([C@@H:13]1[CH2:12][C@@H:11]2[C@@H:9]([CH2:10]2)[NH:8]1)=[O:25].[C:26]([OH:32])([C:28]([F:31])([F:30])[F:29])=[O:27], predict the reactants needed to synthesize it. The reactants are: C(OC([N:8]1[C@H:13]([C:14](=[O:25])[NH:15][CH2:16][C:17]2[CH:22]=[CH:21][CH:20]=[C:19]([Cl:23])[C:18]=2[F:24])[CH2:12][C@@H:11]2[C@H:9]1[CH2:10]2)=O)(C)(C)C.[C:26]([OH:32])([C:28]([F:31])([F:30])[F:29])=[O:27]. (4) Given the product [F:29][C:30]1[CH:31]=[CH:32][C:33]([C:34]([CH:36]2[CH2:37][CH2:38][N:39]([CH2:42][C:43]([N:16]([CH2:15][C:13]3[S:14][C:10]([S:7]([N:4]4[CH2:3][CH2:2][O:1][CH2:6][CH2:5]4)(=[O:9])=[O:8])=[CH:11][CH:12]=3)[CH2:17][C:18]3[NH:19][C:20](=[O:28])[C:21]4[CH2:27][O:26][CH2:25][CH2:24][C:22]=4[N:23]=3)=[O:44])[CH2:40][CH2:41]2)=[O:35])=[CH:46][CH:47]=1, predict the reactants needed to synthesize it. The reactants are: [O:1]1[CH2:6][CH2:5][N:4]([S:7]([C:10]2[S:14][C:13]([CH2:15][NH:16][CH2:17][C:18]3[NH:19][C:20](=[O:28])[C:21]4[CH2:27][O:26][CH2:25][CH2:24][C:22]=4[N:23]=3)=[CH:12][CH:11]=2)(=[O:9])=[O:8])[CH2:3][CH2:2]1.[F:29][C:30]1[CH:47]=[CH:46][C:33]([C:34]([CH:36]2[CH2:41][CH2:40][N:39]([CH2:42][C:43](O)=[O:44])[CH2:38][CH2:37]2)=[O:35])=[CH:32][CH:31]=1.CC#N.O.